Task: Predict the product of the given reaction.. Dataset: Forward reaction prediction with 1.9M reactions from USPTO patents (1976-2016) (1) The product is: [Br:17][C:15]1[CH:16]=[C:11]2[C:12]([N:7]3[C:8]([CH2:9][O:10]2)=[N:22][NH:21][C:4](=[O:3])[C@H:5]3[CH3:6])=[CH:13][CH:14]=1. Given the reactants C([O:3][C:4](=O)[C@H:5]([N:7]1[C:12]2[CH:13]=[CH:14][C:15]([Br:17])=[CH:16][C:11]=2[O:10][CH2:9][C:8]1=S)[CH3:6])C.O.[NH2:21][NH2:22], predict the reaction product. (2) Given the reactants [CH3:1][C:2]12[O:11][C:10]([CH3:12])=[CH:9][CH:8]3[CH2:13][CH:14]([CH3:15])[CH:5]([CH2:6][CH:7]13)[CH2:4][CH2:3]2.[H][H], predict the reaction product. The product is: [CH3:1][C:2]12[O:11][CH:10]([CH3:12])[CH2:9][CH:8]3[CH2:13][CH:14]([CH3:15])[CH:5]([CH2:6][CH:7]13)[CH2:4][CH2:3]2.